The task is: Regression. Given two drug SMILES strings and cell line genomic features, predict the synergy score measuring deviation from expected non-interaction effect.. This data is from NCI-60 drug combinations with 297,098 pairs across 59 cell lines. (1) Drug 1: COC1=NC(=NC2=C1N=CN2C3C(C(C(O3)CO)O)O)N. Drug 2: C1CN(P(=O)(OC1)NCCCl)CCCl. Cell line: NCI/ADR-RES. Synergy scores: CSS=11.3, Synergy_ZIP=-2.53, Synergy_Bliss=0.817, Synergy_Loewe=-34.3, Synergy_HSA=-1.51. (2) Drug 1: CC(C)(C#N)C1=CC(=CC(=C1)CN2C=NC=N2)C(C)(C)C#N. Drug 2: CN(CC1=CN=C2C(=N1)C(=NC(=N2)N)N)C3=CC=C(C=C3)C(=O)NC(CCC(=O)O)C(=O)O. Cell line: EKVX. Synergy scores: CSS=5.92, Synergy_ZIP=4.66, Synergy_Bliss=2.35, Synergy_Loewe=2.46, Synergy_HSA=0.247. (3) Drug 1: CC(C)CN1C=NC2=C1C3=CC=CC=C3N=C2N. Drug 2: C(CCl)NC(=O)N(CCCl)N=O. Cell line: IGROV1. Synergy scores: CSS=5.71, Synergy_ZIP=-1.77, Synergy_Bliss=0.585, Synergy_Loewe=1.95, Synergy_HSA=1.98. (4) Drug 1: C1CN1C2=NC(=NC(=N2)N3CC3)N4CC4. Drug 2: C#CCC(CC1=CN=C2C(=N1)C(=NC(=N2)N)N)C3=CC=C(C=C3)C(=O)NC(CCC(=O)O)C(=O)O. Cell line: CAKI-1. Synergy scores: CSS=34.2, Synergy_ZIP=-7.38, Synergy_Bliss=-0.642, Synergy_Loewe=-2.31, Synergy_HSA=-2.34.